From a dataset of Reaction yield outcomes from USPTO patents with 853,638 reactions. Predict the reaction yield, written as a fraction of the theoretical maximum amount of product (1.0 means a 100% yield; for example, 0.34 means a 34% yield). (1) The reactants are [NH2:1][C:2]1[CH:10]=[C:9]([O:11][CH2:12][C:13]2[CH:18]=[CH:17][CH:16]=[CH:15][CH:14]=2)[C:8]([O:19][CH3:20])=[CH:7][C:3]=1[C:4]([NH2:6])=[O:5].[CH3:21]N(C=NC=[N+](C)C)C.[Cl-].C([O-])(=O)C.[Na+].C(O)(=O)C. The catalyst is O1CCOCC1. The product is [CH2:12]([O:11][C:9]1[CH:10]=[C:2]2[C:3]([C:4](=[O:5])[NH:6][CH:21]=[N:1]2)=[CH:7][C:8]=1[O:19][CH3:20])[C:13]1[CH:14]=[CH:15][CH:16]=[CH:17][CH:18]=1. The yield is 0.840. (2) The product is [IH:9].[CH3:1][N:2]1[CH2:6][CH2:5][N:4]=[C:3]1[S:7][CH3:8]. The yield is 0.770. The reactants are [CH3:1][N:2]1[CH2:6][CH2:5][NH:4][C:3]1=[S:7].[CH3:8][I:9]. The catalyst is CC(C)=O.